The task is: Predict the reactants needed to synthesize the given product.. This data is from Full USPTO retrosynthesis dataset with 1.9M reactions from patents (1976-2016). (1) Given the product [C:1]([O:7][C:8]1[CH2:9][CH:10]([CH:24]([CH3:34])[CH2:25][OH:26])[O:11][C:12](=[O:23])[C:13]=1[C:14]1[C:15]([CH3:22])=[CH:16][C:17]([CH3:21])=[CH:18][C:19]=1[CH3:20])(=[O:6])[C:2]([CH3:5])([CH3:4])[CH3:3], predict the reactants needed to synthesize it. The reactants are: [C:1]([O:7][C:8]1[CH2:9][CH:10]([CH:24]([CH3:34])[CH2:25][O:26]CC2C=CC=CC=2)[O:11][C:12](=[O:23])[C:13]=1[C:14]1[C:19]([CH3:20])=[CH:18][C:17]([CH3:21])=[CH:16][C:15]=1[CH3:22])(=[O:6])[C:2]([CH3:5])([CH3:4])[CH3:3]. (2) Given the product [CH2:17]([O:16][C:14](=[O:15])[CH2:13][CH2:12][C:9]1[S:8][C:7]([CH2:6][CH2:5][C:4]([O:3][CH2:1][CH3:2])=[O:19])=[CH:11][CH:10]=1)[CH3:18], predict the reactants needed to synthesize it. The reactants are: [CH2:1]([O:3][C:4](=[O:19])[CH:5]=[CH:6][C:7]1[S:8][C:9]([CH:12]=[CH:13][C:14]([O:16][CH2:17][CH3:18])=[O:15])=[CH:10][CH:11]=1)[CH3:2]. (3) Given the product [CH3:16][O:17][C:2]1[CH:15]=[N:14][C:5]2[N:6]=[CH:7][C:8](=[O:13])[N:9]([CH2:10][CH:11]=[CH2:12])[C:4]=2[CH:3]=1, predict the reactants needed to synthesize it. The reactants are: F[C:2]1[CH:15]=[N:14][C:5]2[N:6]=[CH:7][C:8](=[O:13])[N:9]([CH2:10][CH:11]=[CH2:12])[C:4]=2[CH:3]=1.[CH3:16][O-:17].[Na+].O. (4) Given the product [CH2:1]([N:8]1[CH2:21][CH2:20][C:12]2=[C:13]([C:22](=[O:26])[C:23]([O:31][CH2:30][CH3:29])=[O:24])[C:14]3[CH:15]=[CH:16][CH:17]=[CH:18][C:19]=3[N:11]2[CH2:10][CH2:9]1)[C:2]1[CH:7]=[CH:6][CH:5]=[CH:4][CH:3]=1, predict the reactants needed to synthesize it. The reactants are: [CH2:1]([N:8]1[CH2:21][CH2:20][C:12]2=[CH:13][C:14]3[CH:15]=[CH:16][CH:17]=[CH:18][C:19]=3[N:11]2[CH2:10][CH2:9]1)[C:2]1[CH:7]=[CH:6][CH:5]=[CH:4][CH:3]=1.[C:22](Cl)(=[O:26])[C:23](Cl)=[O:24].Cl.[CH3:29][CH2:30][O:31]CC. (5) Given the product [F:1][C:2]1[CH:7]=[CH:6][C:5]([CH3:8])=[CH:4][C:3]=1[NH:9][C:10]([NH:12][C:13]1[CH:14]=[CH:15][C:16]([O:17][C:18]2[CH:23]=[CH:22][N:21]=[C:20]([C:24]3[NH:28][CH:27]=[C:26]([C:29]([NH:31][CH2:32][CH2:33][N:40]4[CH2:41][CH2:42][N:37]([CH2:43][C:44]([O:46][CH2:47][CH3:48])=[O:45])[CH2:38][CH2:39]4)=[O:30])[CH:25]=3)[CH:19]=2)=[CH:35][CH:36]=1)=[O:11], predict the reactants needed to synthesize it. The reactants are: [F:1][C:2]1[CH:7]=[CH:6][C:5]([CH3:8])=[CH:4][C:3]=1[NH:9][C:10]([NH:12][C:13]1[CH:36]=[CH:35][C:16]([O:17][C:18]2[CH:23]=[CH:22][N:21]=[C:20]([C:24]3[NH:28][CH:27]=[C:26]([C:29]([NH:31][CH2:32][CH:33]=O)=[O:30])[CH:25]=3)[CH:19]=2)=[CH:15][CH:14]=1)=[O:11].[N:37]1([CH2:43][C:44]([O:46][CH2:47][CH3:48])=[O:45])[CH2:42][CH2:41][NH:40][CH2:39][CH2:38]1.C(O)(=O)C.C([BH3-])#N.[Na+].C1COCC1. (6) The reactants are: [CH3:1][N:2]([CH3:17])[C:3](=O)[CH2:4][CH2:5][C:6]1[C:14]2[C:13](=O)[CH2:12][CH2:11][CH2:10][C:9]=2[NH:8][CH:7]=1.[H-].[Al+3].[Li+].[H-].[H-].[H-].[OH-].[Na+].S([O-])([O-])(=O)=O.[Na+].[Na+]. Given the product [CH3:17][N:2]([CH3:1])[CH2:3][CH2:4][CH2:5][C:6]1[C:14]2[CH2:13][CH2:12][CH2:11][CH2:10][C:9]=2[NH:8][CH:7]=1, predict the reactants needed to synthesize it.